Dataset: Full USPTO retrosynthesis dataset with 1.9M reactions from patents (1976-2016). Task: Predict the reactants needed to synthesize the given product. (1) Given the product [CH:6]1[CH:7]=[CH:8][C:9]2[NH:1][C:2]3[CH:9]=[N:1][CH:2]=[CH:3][C:3]=3[C:4]=2[CH:5]=1, predict the reactants needed to synthesize it. The reactants are: [NH:1]1[C:9]2[C:4](=[CH:5][CH:6]=[CH:7][CH:8]=2)[CH:3]=[CH:2]1. (2) Given the product [OH:1][C:2]1[CH:3]=[C:4]([CH:8]=[C:9]([N+:11]([O-:13])=[O:12])[CH:10]=1)[C:5]([O:7][CH3:19])=[O:6], predict the reactants needed to synthesize it. The reactants are: [OH:1][C:2]1[CH:3]=[C:4]([CH:8]=[C:9]([N+:11]([O-:13])=[O:12])[CH:10]=1)[C:5]([OH:7])=[O:6].OS(O)(=O)=O.[CH3:19]O. (3) Given the product [Cl:1][C:2]1[N:3]=[C:4]2[C:12](=[CH:13][C:14]=1[O:15][CH2:16][CH3:17])[CH:11]=[C:10]1[N:5]2[CH:6]([CH3:19])[CH2:7][NH:8][CH2:9]1, predict the reactants needed to synthesize it. The reactants are: [Cl:1][C:2]1[N:3]=[C:4]2[C:12](=[CH:13][C:14]=1[O:15][CH2:16][CH3:17])[CH:11]=[C:10]1[N:5]2[C@H:6]([CH3:19])[CH2:7][NH:8][C:9]1=O.[H-].[Al+3].[Li+].[H-].[H-].[H-].C(C(C(C([O-])=O)O)O)([O-])=O.[K+].[Na+].